Task: Predict which catalyst facilitates the given reaction.. Dataset: Catalyst prediction with 721,799 reactions and 888 catalyst types from USPTO Reactant: [CH:1]1[C:10]2[N:9]3[CH2:11][CH2:12][CH2:13][CH2:14][CH2:15][CH:8]3[C:7](=O)[NH:6][C:5]=2[CH:4]=[CH:3][CH:2]=1.Cl. Product: [CH:1]1[C:10]2[N:9]3[CH2:11][CH2:12][CH2:13][CH2:14][CH2:15][CH:8]3[CH2:7][NH:6][C:5]=2[CH:4]=[CH:3][CH:2]=1. The catalyst class is: 7.